Dataset: NCI-60 drug combinations with 297,098 pairs across 59 cell lines. Task: Regression. Given two drug SMILES strings and cell line genomic features, predict the synergy score measuring deviation from expected non-interaction effect. Drug 1: C1CN1C2=NC(=NC(=N2)N3CC3)N4CC4. Drug 2: CC1=CC2C(CCC3(C2CCC3(C(=O)C)OC(=O)C)C)C4(C1=CC(=O)CC4)C. Cell line: UACC62. Synergy scores: CSS=47.7, Synergy_ZIP=2.34, Synergy_Bliss=2.35, Synergy_Loewe=5.17, Synergy_HSA=3.14.